This data is from Catalyst prediction with 721,799 reactions and 888 catalyst types from USPTO. The task is: Predict which catalyst facilitates the given reaction. (1) Reactant: [Cl:1][C:2]1[CH:7]=[CH:6][C:5]([C@H:8]2[NH:19][C:18](=[O:20])[CH2:17][CH2:16][CH:15]=[CH:14][CH2:13][C@@H:12]([CH2:21][C:22]([O:24]C(C)(C)C)=O)[C:11](=[O:29])[O:10][CH2:9]2)=[CH:4][CH:3]=1.FC(F)(F)C(O)=O.[Cl:37][C:38]1[CH:43]=[CH:42][C:41]([C@H:44]2[NH:55]C(=O)CCC=CC[C@@H](CC(O)=O)C(=O)OC2)=[CH:40][CH:39]=1.ClC1C=CC(CN)=CC=1. Product: [Cl:37][C:38]1[CH:43]=[CH:42][C:41]([CH2:44][NH:55][C:22](=[O:24])[CH2:21][C@H:12]2[C:11](=[O:29])[O:10][CH2:9][C@@H:8]([C:5]3[CH:4]=[CH:3][C:2]([Cl:1])=[CH:7][CH:6]=3)[NH:19][C:18](=[O:20])[CH2:17][CH2:16][CH:15]=[CH:14][CH2:13]2)=[CH:40][CH:39]=1. The catalyst class is: 512. (2) Reactant: Cl[S:2]([C:5]1[C:14]2[C:9](=[CH:10][CH:11]=[CH:12][CH:13]=2)[C:8]([C:15]2[S:19][C:18]([C:20]([O:22][CH2:23][CH3:24])=[O:21])=[N:17][C:16]=2[CH2:25][CH:26]2[CH2:31][CH2:30][CH2:29][CH2:28][CH2:27]2)=[CH:7][CH:6]=1)(=[O:4])=[O:3].CCN(C(C)C)C(C)C.[NH2:41][C:42]1([C:45]#[N:46])[CH2:44][CH2:43]1. Product: [C:45]([C:42]1([NH:41][S:2]([C:5]2[C:14]3[C:9](=[CH:10][CH:11]=[CH:12][CH:13]=3)[C:8]([C:15]3[S:19][C:18]([C:20]([O:22][CH2:23][CH3:24])=[O:21])=[N:17][C:16]=3[CH2:25][CH:26]3[CH2:31][CH2:30][CH2:29][CH2:28][CH2:27]3)=[CH:7][CH:6]=2)(=[O:4])=[O:3])[CH2:44][CH2:43]1)#[N:46]. The catalyst class is: 2. (3) Reactant: [C:1]1(=O)[CH2:5][CH2:4][CH2:3][CH2:2]1.[NH2:7][C:8]1[CH:9]=[CH:10][C:11]([F:22])=[C:12]([C@:14]2([CH3:21])[CH2:19][CH2:18][O:17][C:16]([NH2:20])=[N:15]2)[CH:13]=1.C(O)(=O)C.C(O[BH-](OC(=O)C)OC(=O)C)(=O)C.[Na+]. Product: [CH:1]1([NH:7][C:8]2[CH:9]=[CH:10][C:11]([F:22])=[C:12]([C@:14]3([CH3:21])[CH2:19][CH2:18][O:17][C:16]([NH2:20])=[N:15]3)[CH:13]=2)[CH2:5][CH2:4][CH2:3][CH2:2]1. The catalyst class is: 4. (4) Reactant: [CH2:1]([C@@H:8]1[CH2:12][O:11][C:10](=[O:13])[N:9]1[C:14](=[O:19])[CH2:15][CH:16]([CH3:18])[CH3:17])[C:2]1[CH:7]=[CH:6][CH:5]=[CH:4][CH:3]=1.CCN(C(C)C)C(C)C.Cl[CH2:30][O:31][CH2:32][C:33]1[CH:38]=[CH:37][CH:36]=[CH:35][CH:34]=1. Product: [CH2:1]([C@@H:8]1[CH2:12][O:11][C:10](=[O:13])[N:9]1[C:14](=[O:19])[C@H:15]([CH2:30][O:31][CH2:32][C:33]1[CH:38]=[CH:37][CH:36]=[CH:35][CH:34]=1)[CH:16]([CH3:17])[CH3:18])[C:2]1[CH:3]=[CH:4][CH:5]=[CH:6][CH:7]=1. The catalyst class is: 388.